Dataset: Reaction yield outcomes from USPTO patents with 853,638 reactions. Task: Predict the reaction yield, written as a fraction of the theoretical maximum amount of product (1.0 means a 100% yield; for example, 0.34 means a 34% yield). (1) The reactants are [O:1]([C:3]1[CH:8]=[CH:7][C:6]([Cl:9])=[CH:5][C:4]=1[NH:10][C:11]([NH:13][C:14]1[CH:22]=[CH:21][CH:20]=[C:19]2[C:15]=1[CH2:16][CH2:17][N:18]2[CH2:23][C:24]1[CH:29]=[CH:28][N:27]=[C:26]2[N:30](C(OC(C)(C)C)=O)[CH:31]=[CH:32][C:25]=12)=[O:12])[CH3:2].Cl. The catalyst is CO. The product is [ClH:9].[O:1]([C:3]1[CH:8]=[CH:7][C:6]([Cl:9])=[CH:5][C:4]=1[NH:10][C:11]([NH:13][C:14]1[CH:22]=[CH:21][CH:20]=[C:19]2[C:15]=1[CH2:16][CH2:17][N:18]2[CH2:23][C:24]1[CH:29]=[CH:28][N:27]=[C:26]2[NH:30][CH:31]=[CH:32][C:25]=12)=[O:12])[CH3:2]. The yield is 0.930. (2) The yield is 0.170. The catalyst is C1COCC1.C(O)C. The reactants are [C:1]([C:3]1[CH:4]=[C:5]([CH:8]=[CH:9][CH:10]=1)[CH2:6][OH:7])#[N:2].O[N:12]1C(=O)C2=CC=CC=C2C1=O.C1(P(C2C=CC=CC=2)C2C=CC=CC=2)C=CC=CC=1.N(C(OCC)=O)=NC(OCC)=O.O.NN.[H-].[Al+3].[Li+].[H-].[H-].[H-]. The product is [NH2:12][O:7][CH2:6][C:5]1[CH:4]=[C:3]([CH2:1][NH2:2])[CH:10]=[CH:9][CH:8]=1. (3) The product is [C:1]1([O:9][Si:18]([CH3:21])([CH3:20])[CH3:19])[CH2:8][CH2:7][CH2:6][CH2:5][CH2:4][CH2:3][CH:2]=1. The catalyst is CN(C=O)C. The reactants are [C:1]1(=[O:9])[CH2:8][CH2:7][CH2:6][CH2:5][CH2:4][CH2:3][CH2:2]1.C(N(CC)CC)C.Cl[Si:18]([CH3:21])([CH3:20])[CH3:19]. The yield is 0.930. (4) The reactants are [F:1][C:2]1[CH:20]=[CH:19][C:5]([O:6][CH:7]([C:9]2[CH:18]=[CH:17][C:12]([C:13]([O:15]C)=[O:14])=[CH:11][CH:10]=2)[CH3:8])=[CH:4][CH:3]=1.O.[OH-].[Li+].O1CCCC1.Cl. The catalyst is O.CO. The product is [F:1][C:2]1[CH:3]=[CH:4][C:5]([O:6][CH:7]([C:9]2[CH:18]=[CH:17][C:12]([C:13]([OH:15])=[O:14])=[CH:11][CH:10]=2)[CH3:8])=[CH:19][CH:20]=1. The yield is 0.830. (5) The reactants are O[Li].O.C([O:6][C:7](=[O:24])[CH2:8][C:9]([NH:11][C:12]1[CH:13]=[N:14][C:15]([C:18]2[CH:23]=[CH:22][CH:21]=[CH:20][CH:19]=2)=[CH:16][CH:17]=1)=[O:10])C.C1COCC1.O. The catalyst is CO. The product is [C:18]1([C:15]2[N:14]=[CH:13][C:12]([NH:11][C:9](=[O:10])[CH2:8][C:7]([OH:24])=[O:6])=[CH:17][CH:16]=2)[CH:19]=[CH:20][CH:21]=[CH:22][CH:23]=1. The yield is 0.440. (6) The reactants are [F:1][C:2]1[C:3]2[N:4]([CH:12]=[CH:13][N:14]=2)[CH:5]=[CH:6][C:7]=1[C:8]([OH:11])([CH3:10])[CH3:9].Br[C:16]1[CH:17]=[CH:18][C:19]([F:31])=[C:20]([C:22]2[CH:27]=[CH:26][C:25]([C:28]#[N:29])=[C:24]([Cl:30])[CH:23]=2)[CH:21]=1. No catalyst specified. The product is [Cl:30][C:24]1[CH:23]=[C:22]([C:20]2[CH:21]=[C:16]([C:12]3[N:4]4[CH:5]=[CH:6][C:7]([C:8]([OH:11])([CH3:10])[CH3:9])=[C:2]([F:1])[C:3]4=[N:14][CH:13]=3)[CH:17]=[CH:18][C:19]=2[F:31])[CH:27]=[CH:26][C:25]=1[C:28]#[N:29]. The yield is 0.0700. (7) The reactants are [Br:1][C:2]1[CH:16]=[C:15](/[CH:17]=[CH:18]/[CH:19]([C:24]2[CH:29]=[C:28]([Cl:30])[C:27]([Cl:31])=[C:26]([Cl:32])[CH:25]=2)[C:20]([F:23])([F:22])[F:21])[CH:14]=[CH:13][C:3]=1[C:4]([NH:6][CH:7]1[CH2:12][CH2:11][NH:10][CH2:9][CH2:8]1)=[O:5].[O:33]1[CH2:36][C:35](=O)[CH2:34]1.C(O)(=O)C.[BH3-]C#N.[Na+]. The catalyst is CO.C(OCC)(=O)C. The product is [Br:1][C:2]1[CH:16]=[C:15](/[CH:17]=[CH:18]/[CH:19]([C:24]2[CH:25]=[C:26]([Cl:32])[C:27]([Cl:31])=[C:28]([Cl:30])[CH:29]=2)[C:20]([F:23])([F:21])[F:22])[CH:14]=[CH:13][C:3]=1[C:4]([NH:6][CH:7]1[CH2:12][CH2:11][N:10]([CH:35]2[CH2:36][O:33][CH2:34]2)[CH2:9][CH2:8]1)=[O:5]. The yield is 0.230. (8) The reactants are [CH2:1]([N:3]1[C:9](=[O:10])[CH2:8][CH2:7][CH2:6][C:5]2[CH:11]=[CH:12][C:13]([N+:15]([O-])=O)=[CH:14][C:4]1=2)[CH3:2]. The catalyst is CCO.[Pd]. The product is [NH2:15][C:13]1[CH:12]=[CH:11][C:5]2[CH2:6][CH2:7][CH2:8][C:9](=[O:10])[N:3]([CH2:1][CH3:2])[C:4]=2[CH:14]=1. The yield is 1.00. (9) The reactants are [Br:1][C:2]1[C:11]2[C:6](=[CH:7][CH:8]=[CH:9][CH:10]=2)[C:5]([C:12](=[O:16])[CH:13]=[N+]=[N-])=[CH:4][CH:3]=1.[BrH:17].C([O-])(O)=O.[Na+]. The catalyst is C(OCC)(=O)C. The product is [Br:17][CH2:13][C:12]([C:5]1[C:6]2[C:11](=[CH:10][CH:9]=[CH:8][CH:7]=2)[C:2]([Br:1])=[CH:3][CH:4]=1)=[O:16]. The yield is 0.510. (10) The reactants are Cl[C:2]1C(=O)C(C#N)=C(C#N)C(=O)C=1Cl.[CH2:15]([O:22][C:23](=[O:35])[NH:24][C@@H:25]([CH2:28][C:29]1[CH:34]=[CH:33][CH:32]=[CH:31][CH:30]=1)[CH:26]=O)[C:16]1[CH:21]=[CH:20][CH:19]=[CH:18][CH:17]=1.[C:36]1([NH2:43])[CH:41]=[CH:40][CH:39]=[CH:38][C:37]=1[NH2:42]. The catalyst is CC#N. The product is [CH2:15]([O:22][C:23](=[O:35])[NH:24][C@@H:25]([CH2:28][C:29]1[CH:34]=[CH:33][CH:32]=[CH:31][CH:30]=1)/[CH:26]=[N:42]/[C:37]1[CH:38]=[CH:39][CH:40]=[CH:41][C:36]=1[NH:43][CH3:2])[C:16]1[CH:21]=[CH:20][CH:19]=[CH:18][CH:17]=1. The yield is 0.280.